Task: Predict the product of the given reaction.. Dataset: Forward reaction prediction with 1.9M reactions from USPTO patents (1976-2016) (1) Given the reactants [N+:1]([C:4]1[CH:9]=[CH:8][CH:7]=[CH:6][C:5]=1[CH:10]=[CH:11][C:12](OCC)=[O:13])([O-])=O.[H-].C([Al+]CC(C)C)C(C)C.[OH-].[Na+].S([O-])([O-])(=O)=O.[Mg+2], predict the reaction product. The product is: [NH2:1][C:4]1[CH:9]=[CH:8][CH:7]=[CH:6][C:5]=1[CH2:10][CH2:11][CH2:12][OH:13]. (2) The product is: [CH2:23]([O:22][C:21](=[O:30])[NH:20][CH:17]1[CH2:16][CH2:15][CH:14]([CH2:13][NH:12][C:10]([NH2:9])=[S:11])[CH2:19][CH2:18]1)[C:24]1[CH:25]=[CH:26][CH:27]=[CH:28][CH:29]=1. Given the reactants C([NH:9][C:10]([NH:12][CH2:13][CH:14]1[CH2:19][CH2:18][CH:17]([NH:20][C:21](=[O:30])[O:22][CH2:23][C:24]2[CH:29]=[CH:28][CH:27]=[CH:26][CH:25]=2)[CH2:16][CH2:15]1)=[S:11])(=O)C1C=CC=CC=1.C([O-])([O-])=O.[K+].[K+], predict the reaction product. (3) Given the reactants Br[C:2]1[CH:7]=[C:6]([CH3:8])[CH:5]=[CH:4][C:3]=1[CH3:9].[Li]CCCC.[O:15]=[C:16]1[N:21]([C:22]([O:24][C:25]([CH3:28])([CH3:27])[CH3:26])=[O:23])[CH2:20][CH2:19][N:18]2[C:29](=[O:32])[CH2:30][CH2:31][C@@H:17]12, predict the reaction product. The product is: [CH3:9][C:3]1[CH:4]=[CH:5][C:6]([CH3:8])=[CH:7][C:2]=1[C:16]([C@@H:17]1[CH2:31][CH2:30][C:29](=[O:32])[N:18]1[CH2:19][CH2:20][NH:21][C:22](=[O:23])[O:24][C:25]([CH3:27])([CH3:26])[CH3:28])=[O:15]. (4) Given the reactants [NH2:1][C:2]1[S:11][C:5]2[C:6](=[O:10])[NH:7][CH2:8][CH2:9][C:4]=2[C:3]=1[C:12]1[S:13][C:14]2[CH:20]=[CH:19][CH:18]=[CH:17][C:15]=2[N:16]=1.[C:21](OC(=O)C)(=[O:23])[CH3:22], predict the reaction product. The product is: [S:13]1[C:14]2[CH:20]=[CH:19][CH:18]=[CH:17][C:15]=2[N:16]=[C:12]1[C:3]1[C:4]2[CH2:9][CH2:8][NH:7][C:6](=[O:10])[C:5]=2[S:11][C:2]=1[NH:1][C:21](=[O:23])[CH3:22]. (5) Given the reactants C(OC(=O)[NH:7][C:8]1[CH:13]=[C:12]([O:14][CH2:15][CH3:16])[C:11]([C:17]([F:20])([F:19])[F:18])=[CH:10][C:9]=1[NH:21][C:22](=[O:40])[CH2:23][C:24]([C:26]1[CH:31]=[CH:30][CH:29]=[C:28]([C:32]2[CH:37]=[CH:36][N:35]=[C:34]([CH3:38])[C:33]=2[CH3:39])[CH:27]=1)=O)(C)(C)C.C(O)(C(F)(F)F)=O, predict the reaction product. The product is: [CH3:38][C:34]1[C:33]([CH3:39])=[C:32]([C:28]2[CH:27]=[C:26]([C:24]3[CH2:23][C:22](=[O:40])[NH:21][C:9]4[CH:10]=[C:11]([C:17]([F:18])([F:20])[F:19])[C:12]([O:14][CH2:15][CH3:16])=[CH:13][C:8]=4[N:7]=3)[CH:31]=[CH:30][CH:29]=2)[CH:37]=[CH:36][N:35]=1. (6) The product is: [CH2:7]([C:11]1[O:12][C:13]2[CH:19]=[CH:18][C:17]([NH:20][S:2]([CH3:1])(=[O:4])=[O:3])=[CH:16][C:14]=2[CH:15]=1)[CH2:8][CH2:9][CH3:10]. Given the reactants [CH3:1][S:2](Cl)(=[O:4])=[O:3].Cl.[CH2:7]([C:11]1[O:12][C:13]2[CH:19]=[CH:18][C:17]([NH2:20])=[CH:16][C:14]=2[CH:15]=1)[CH2:8][CH2:9][CH3:10].C1(C)C=CC=CC=1.C(OCC)(=O)C, predict the reaction product. (7) Given the reactants Cl.[C:2]([C@@:4]1([CH:26]2[CH2:28][CH2:27]2)[CH2:8][CH2:7][N:6]([C:9]2[CH:14]=[CH:13][N:12]=[C:11]([NH:15][C:16]3[CH:20]=[C:19]([C:21]([OH:23])=O)[N:18]([CH3:24])[N:17]=3)[CH:10]=2)[C:5]1=[O:25])#[N:3].C([N:32](C(C)C)CC)(C)C.[Cl-].[NH4+].C(=O)([O-])O.[Na+], predict the reaction product. The product is: [C:2]([C@@:4]1([CH:26]2[CH2:27][CH2:28]2)[CH2:8][CH2:7][N:6]([C:9]2[CH:14]=[CH:13][N:12]=[C:11]([NH:15][C:16]3[CH:20]=[C:19]([C:21]([NH2:32])=[O:23])[N:18]([CH3:24])[N:17]=3)[CH:10]=2)[C:5]1=[O:25])#[N:3].